Dataset: Reaction yield outcomes from USPTO patents with 853,638 reactions. Task: Predict the reaction yield, written as a fraction of the theoretical maximum amount of product (1.0 means a 100% yield; for example, 0.34 means a 34% yield). (1) The reactants are [N:1]([CH:4]1[CH2:9][CH2:8][C:7]2([C:13]3[CH:14]=[CH:15][CH:16]=[CH:17][C:12]=3[C:11](=[O:18])[O:10]2)[CH2:6][CH2:5]1)=[N+]=[N-]. The catalyst is CO.[Pd]. The product is [NH2:1][CH:4]1[CH2:5][CH2:6][C:7]2([C:13]3[CH:14]=[CH:15][CH:16]=[CH:17][C:12]=3[C:11](=[O:18])[O:10]2)[CH2:8][CH2:9]1. The yield is 0.900. (2) The reactants are [O:1]1[CH2:6][CH2:5][CH:4]([C:7]([C:9]2[S:13][C:12]([NH2:14])=[N:11][C:10]=2[C:15]2[O:16][CH:17]=[CH:18][CH:19]=2)=[O:8])[CH2:3][CH2:2]1.[CH3:20][N:21]([CH3:31])[C:22]1[CH:30]=[CH:29][C:25]([C:26](O)=[O:27])=[CH:24][CH:23]=1.CCN=C=NCCCN(C)C.Cl.O.ON1C2C=CC=CC=2N=N1. The catalyst is CN(C=O)C.O. The product is [CH3:20][N:21]([CH3:31])[C:22]1[CH:30]=[CH:29][C:25]([C:26]([NH:14][C:12]2[S:13][C:9]([C:7]([CH:4]3[CH2:5][CH2:6][O:1][CH2:2][CH2:3]3)=[O:8])=[C:10]([C:15]3[O:16][CH:17]=[CH:18][CH:19]=3)[N:11]=2)=[O:27])=[CH:24][CH:23]=1. The yield is 0.0300.